Dataset: NCI-60 drug combinations with 297,098 pairs across 59 cell lines. Task: Regression. Given two drug SMILES strings and cell line genomic features, predict the synergy score measuring deviation from expected non-interaction effect. (1) Drug 1: C1=CC(=CC=C1C#N)C(C2=CC=C(C=C2)C#N)N3C=NC=N3. Drug 2: CC(C)NC(=O)C1=CC=C(C=C1)CNNC.Cl. Cell line: OVCAR3. Synergy scores: CSS=3.58, Synergy_ZIP=-0.310, Synergy_Bliss=2.88, Synergy_Loewe=-2.56, Synergy_HSA=-2.55. (2) Drug 1: CC1C(C(CC(O1)OC2CC(CC3=C2C(=C4C(=C3O)C(=O)C5=C(C4=O)C(=CC=C5)OC)O)(C(=O)CO)O)N)O.Cl. Drug 2: C(CC(=O)O)C(=O)CN.Cl. Cell line: MDA-MB-435. Synergy scores: CSS=-0.436, Synergy_ZIP=0.331, Synergy_Bliss=-0.526, Synergy_Loewe=-1.36, Synergy_HSA=-1.47. (3) Drug 1: CC1=CC2C(CCC3(C2CCC3(C(=O)C)OC(=O)C)C)C4(C1=CC(=O)CC4)C. Drug 2: CCCCC(=O)OCC(=O)C1(CC(C2=C(C1)C(=C3C(=C2O)C(=O)C4=C(C3=O)C=CC=C4OC)O)OC5CC(C(C(O5)C)O)NC(=O)C(F)(F)F)O. Synergy scores: CSS=6.46, Synergy_ZIP=2.92, Synergy_Bliss=0.0359, Synergy_Loewe=3.05, Synergy_HSA=3.07. Cell line: EKVX. (4) Cell line: EKVX. Synergy scores: CSS=4.78, Synergy_ZIP=-3.63, Synergy_Bliss=-4.94, Synergy_Loewe=-5.99, Synergy_HSA=-3.11. Drug 1: CC(C)(C#N)C1=CC(=CC(=C1)CN2C=NC=N2)C(C)(C)C#N. Drug 2: CC1=C(C=C(C=C1)C(=O)NC2=CC(=CC(=C2)C(F)(F)F)N3C=C(N=C3)C)NC4=NC=CC(=N4)C5=CN=CC=C5. (5) Drug 1: C1CC(=O)NC(=O)C1N2CC3=C(C2=O)C=CC=C3N. Drug 2: C1C(C(OC1N2C=NC(=NC2=O)N)CO)O. Cell line: OVCAR-8. Synergy scores: CSS=29.7, Synergy_ZIP=-2.57, Synergy_Bliss=1.97, Synergy_Loewe=-20.7, Synergy_HSA=4.89. (6) Drug 1: CCCS(=O)(=O)NC1=C(C(=C(C=C1)F)C(=O)C2=CNC3=C2C=C(C=N3)C4=CC=C(C=C4)Cl)F. Drug 2: N.N.Cl[Pt+2]Cl. Cell line: MDA-MB-435. Synergy scores: CSS=20.5, Synergy_ZIP=2.91, Synergy_Bliss=2.28, Synergy_Loewe=-10.8, Synergy_HSA=-1.22. (7) Drug 1: CN(C)C1=NC(=NC(=N1)N(C)C)N(C)C. Drug 2: CC(C)CN1C=NC2=C1C3=CC=CC=C3N=C2N. Cell line: UACC62. Synergy scores: CSS=-1.73, Synergy_ZIP=1.11, Synergy_Bliss=0.724, Synergy_Loewe=-1.79, Synergy_HSA=-1.57. (8) Drug 1: CC(C)(C#N)C1=CC(=CC(=C1)CN2C=NC=N2)C(C)(C)C#N. Drug 2: B(C(CC(C)C)NC(=O)C(CC1=CC=CC=C1)NC(=O)C2=NC=CN=C2)(O)O. Cell line: 786-0. Synergy scores: CSS=56.4, Synergy_ZIP=2.62, Synergy_Bliss=3.19, Synergy_Loewe=-8.78, Synergy_HSA=-3.53. (9) Drug 1: CC1=C(N=C(N=C1N)C(CC(=O)N)NCC(C(=O)N)N)C(=O)NC(C(C2=CN=CN2)OC3C(C(C(C(O3)CO)O)O)OC4C(C(C(C(O4)CO)O)OC(=O)N)O)C(=O)NC(C)C(C(C)C(=O)NC(C(C)O)C(=O)NCCC5=NC(=CS5)C6=NC(=CS6)C(=O)NCCC[S+](C)C)O. Drug 2: C#CCC(CC1=CN=C2C(=N1)C(=NC(=N2)N)N)C3=CC=C(C=C3)C(=O)NC(CCC(=O)O)C(=O)O. Cell line: MALME-3M. Synergy scores: CSS=6.75, Synergy_ZIP=-2.59, Synergy_Bliss=0.527, Synergy_Loewe=0.145, Synergy_HSA=0.159.